This data is from Full USPTO retrosynthesis dataset with 1.9M reactions from patents (1976-2016). The task is: Predict the reactants needed to synthesize the given product. (1) Given the product [CH:29]([O:30][C:2]1[C:7]([C:8]([NH:10][C:11]2[CH:12]=[C:13]3[C:17](=[CH:18][CH:19]=2)[N:16]([C:20]([O:22][C:23]([CH3:26])([CH3:25])[CH3:24])=[O:21])[CH2:15][CH2:14]3)=[O:9])=[CH:6][CH:5]=[C:4]([CH3:27])[N:3]=1)([CH3:31])[CH3:28], predict the reactants needed to synthesize it. The reactants are: Cl[C:2]1[C:7]([C:8]([NH:10][C:11]2[CH:12]=[C:13]3[C:17](=[CH:18][CH:19]=2)[N:16]([C:20]([O:22][C:23]([CH3:26])([CH3:25])[CH3:24])=[O:21])[CH2:15][CH2:14]3)=[O:9])=[CH:6][CH:5]=[C:4]([CH3:27])[N:3]=1.[CH3:28][CH:29]([CH3:31])[O-:30].[Na+]. (2) Given the product [CH2:29]([C:19]1[C:18]([CH2:17][C:14]2[CH:15]=[CH:16][C:11]([N:9]3[CH:10]=[C:6]([CH2:4][OH:3])[C:7]([CH3:31])=[N:8]3)=[CH:12][CH:13]=2)=[C:22]2[N:23]=[C:24]([CH3:28])[CH:25]=[C:26]([CH3:27])[N:21]2[N:20]=1)[CH3:30], predict the reactants needed to synthesize it. The reactants are: C([O:3][C:4]([C:6]1[C:7]([CH3:31])=[N:8][N:9]([C:11]2[CH:16]=[CH:15][C:14]([CH2:17][C:18]3[C:19]([CH2:29][CH3:30])=[N:20][N:21]4[C:26]([CH3:27])=[CH:25][C:24]([CH3:28])=[N:23][C:22]=34)=[CH:13][CH:12]=2)[CH:10]=1)=O)C.CC(C[AlH]CC(C)C)C.C1COCC1. (3) The reactants are: [CH3:1][S:2]([CH2:5][CH2:6][NH:7][CH2:8][C:9]1[O:13][C:12]([C:14]2[CH:15]=[CH:16][C:17]3[N:23]=[CH:22][N:21]=[C:20]([NH:24][C:25]4[CH:26]=[CH:27][C:28]([O:32][CH2:33][C:34]5[CH:35]=[CH:36][CH:37]=[C:38]([F:40])[CH:39]=5)=[C:29]([Cl:31])[CH:30]=4)[C:18]=3[CH:19]=2)=[CH:11][CH:10]=1)(=[O:4])=[O:3].[CH3:41][C:42]1[CH:43]=[CH:44][C:45]([S:48]([OH:51])(=[O:50])=[O:49])=[CH:46][CH:47]=1. Given the product [CH3:41][C:42]1[CH:47]=[CH:46][C:45]([S:48]([OH:51])(=[O:50])=[O:49])=[CH:44][CH:43]=1.[CH3:41][C:42]1[CH:47]=[CH:46][C:45]([S:48]([OH:51])(=[O:50])=[O:49])=[CH:44][CH:43]=1.[CH3:1][S:2]([CH2:5][CH2:6][NH:7][CH2:8][C:9]1[O:13][C:12]([C:14]2[CH:15]=[CH:16][C:17]3[N:23]=[CH:22][N:21]=[C:20]([NH:24][C:25]4[CH:26]=[CH:27][C:28]([O:32][CH2:33][C:34]5[CH:35]=[CH:36][CH:37]=[C:38]([F:40])[CH:39]=5)=[C:29]([Cl:31])[CH:30]=4)[C:18]=3[CH:19]=2)=[CH:11][CH:10]=1)(=[O:4])=[O:3].[OH2:3], predict the reactants needed to synthesize it. (4) Given the product [CH2:9]([N:14]1[CH:13]=[C:12]2[C:7](=[CH:8][CH:9]([C:23]3[CH:24]=[CH:25][C:26]([N:29]4[CH2:30][CH2:31][O:32][CH2:33][CH2:34]4)=[CH:27][CH:28]=3)[C:10](=[O:22])[NH:11]2)[C:6]([OH:35])=[C:5]1[C:3]([NH:36][CH2:37][CH2:38][C:39]([OH:41])=[O:40])=[O:4])[C:23]1[CH:28]=[CH:27][CH:26]=[CH:25][CH:24]=1, predict the reactants needed to synthesize it. The reactants are: CO[C:3]([C:5]1[C:6]([OH:35])=[C:7]2[C:12](=[CH:13][N:14]=1)[N:11](CC1C=CC=CC=1)[C:10](=[O:22])[C:9]([C:23]1[CH:28]=[CH:27][C:26]([N:29]3[CH2:34][CH2:33][O:32][CH2:31][CH2:30]3)=[CH:25][CH:24]=1)=[CH:8]2)=[O:4].[NH2:36][CH2:37][CH2:38][C:39]([OH:41])=[O:40].C[O-].[Na+]. (5) Given the product [NH2:1][C:2]1[N:11]=[CH:10][C:9]2[C:8]([NH:14][C:15]3[CH:20]=[CH:19][CH:18]=[C:17]([OH:21])[CH:16]=3)=[N:7][CH:6]=[N:5][C:4]=2[CH:3]=1, predict the reactants needed to synthesize it. The reactants are: [NH2:1][C:2]1[N:11]=[CH:10][C:9]2[C:8](SC)=[N:7][CH:6]=[N:5][C:4]=2[CH:3]=1.[NH2:14][C:15]1[CH:16]=[C:17]([OH:21])[CH:18]=[CH:19][CH:20]=1.